Dataset: Human intestinal absorption (HIA) binary classification data from Hou et al.. Task: Regression/Classification. Given a drug SMILES string, predict its absorption, distribution, metabolism, or excretion properties. Task type varies by dataset: regression for continuous measurements (e.g., permeability, clearance, half-life) or binary classification for categorical outcomes (e.g., BBB penetration, CYP inhibition). Dataset: hia_hou. The drug is CCOc1ccccc1OCCN[C@@H](C)Cc1ccc(OC)c(S(N)(=O)=O)c1. The result is 1 (good absorption).